From a dataset of Peptide-MHC class II binding affinity with 134,281 pairs from IEDB. Regression. Given a peptide amino acid sequence and an MHC pseudo amino acid sequence, predict their binding affinity value. This is MHC class II binding data. (1) The peptide sequence is VGLRVVCAKYAL. The MHC is DRB1_1302 with pseudo-sequence DRB1_1302. The binding affinity (normalized) is 0.280. (2) The peptide sequence is TPFPHRKGVLFNIQY. The MHC is HLA-DQA10102-DQB10602 with pseudo-sequence HLA-DQA10102-DQB10602. The binding affinity (normalized) is 0.469. (3) The peptide sequence is KPARLIVFPDLGVRVC. The MHC is DRB5_0101 with pseudo-sequence DRB5_0101. The binding affinity (normalized) is 0.630. (4) The peptide sequence is YFRNEQSIPPLIKKY. The MHC is HLA-DPA10103-DPB10201 with pseudo-sequence HLA-DPA10103-DPB10201. The binding affinity (normalized) is 0.227.